Dataset: Forward reaction prediction with 1.9M reactions from USPTO patents (1976-2016). Task: Predict the product of the given reaction. (1) The product is: [ClH:45].[ClH:45].[C:1]([C:9]1[CH:10]=[CH:11][C:12]([CH2:13][N:14]2[CH2:18][CH2:17][C@@H:16]([N:19]([C:33]([O:35][C:36]([CH3:37])([CH3:39])[CH3:38])=[O:34])[C:20]3[N:25]=[CH:24][C:23](/[CH:26]=[CH:27]/[C:28]([OH:30])=[O:29])=[CH:22][CH:21]=3)[CH2:15]2)=[CH:40][CH:41]=1)(=[O:8])[C:2]1[CH:3]=[CH:4][CH:5]=[CH:6][CH:7]=1. Given the reactants [C:1]([C:9]1[CH:41]=[CH:40][C:12]([CH2:13][N:14]2[CH2:18][CH2:17][C@@H:16]([N:19]([C:33]([O:35][C:36]([CH3:39])([CH3:38])[CH3:37])=[O:34])[C:20]3[N:25]=[CH:24][C:23](/[CH:26]=[CH:27]/[C:28]([O:30]CC)=[O:29])=[CH:22][CH:21]=3)[CH2:15]2)=[CH:11][CH:10]=1)(=[O:8])[C:2]1[CH:7]=[CH:6][CH:5]=[CH:4][CH:3]=1.[OH-].[Na+].O.[ClH:45], predict the reaction product. (2) Given the reactants [CH3:1][O-:2].[Na+].Cl[C:5]1[C:10]([CH:11]=[CH:12][O:13][CH3:14])=[C:9]([O:15][CH3:16])[CH:8]=[CH:7][N:6]=1.O, predict the reaction product. The product is: [CH3:1][O:2][C:5]1[C:10]([CH:11]=[CH:12][O:13][CH3:14])=[C:9]([O:15][CH3:16])[CH:8]=[CH:7][N:6]=1.